Dataset: Forward reaction prediction with 1.9M reactions from USPTO patents (1976-2016). Task: Predict the product of the given reaction. (1) Given the reactants [NH:1]1[CH:5]=[C:4]([C:6]2[CH:7]=[CH:8][C:9]([CH3:12])=[N:10][CH:11]=2)[N:3]=[CH:2]1.C(=O)([O-])[O-].[K+].[K+].BrCCC[CH2:23][N:24]1[C:28](=[O:29])[C:27]2=[CH:30][CH:31]=[CH:32][CH:33]=[C:26]2[C:25]1=[O:34], predict the reaction product. The product is: [CH3:12][C:9]1[N:10]=[CH:11][C:6]([C:4]2[N:3]=[CH:2][N:1]([CH2:23][N:24]3[C:28](=[O:29])[C:27]4[C:26](=[CH:33][CH:32]=[CH:31][CH:30]=4)[C:25]3=[O:34])[CH:5]=2)=[CH:7][CH:8]=1. (2) Given the reactants Cl.Cl[C:3]1[N:12]=[C:11]([N:13]([C:15]2[CH:20]=[CH:19][C:18]([O:21][CH3:22])=[C:17]([O:23][CH3:24])[CH:16]=2)[CH3:14])[C:10]2[C:5](=[CH:6][CH:7]=[CH:8][CH:9]=2)[N:4]=1.C(N(C(C)C)C(C)C)C.[C:34]([O:38][C:39](=[O:44])[NH:40][CH2:41][CH2:42][NH2:43])([CH3:37])([CH3:36])[CH3:35], predict the reaction product. The product is: [C:34]([O:38][C:39](=[O:44])[NH:40][CH2:41][CH2:42][NH:43][C:3]1[N:12]=[C:11]([N:13]([C:15]2[CH:20]=[CH:19][C:18]([O:21][CH3:22])=[C:17]([O:23][CH3:24])[CH:16]=2)[CH3:14])[C:10]2[C:5](=[CH:6][CH:7]=[CH:8][CH:9]=2)[N:4]=1)([CH3:37])([CH3:35])[CH3:36]. (3) Given the reactants C(O)[C@H]1[O:7][C@H:6]([O:8][C@:9]2([CH2:18]O)O[C@H](CO)[C@@H](O)[C@@H:10]2O)[C@H:5]([OH:20])[C@@H:4](O)[C@@H:3]1O.C1C2C(=CC=CC=2)C=CC=1.C(OC(C)C)(=O)C(C)O, predict the reaction product. The product is: [OH:20][CH:5]([CH:4]=[CH2:3])[C:6]([O:8][CH:9]([CH3:18])[CH3:10])=[O:7]. (4) Given the reactants [I:1][C:2]1[C:10]2[C:5](=[CH:6][CH:7]=[C:8]([NH:11]C(=O)OC(C)(C)C)[CH:9]=2)[NH:4][N:3]=1.[C:19]([OH:25])([C:21]([F:24])([F:23])[F:22])=[O:20], predict the reaction product. The product is: [F:22][C:21]([F:24])([F:23])[C:19]([OH:25])=[O:20].[I:1][C:2]1[C:10]2[C:5](=[CH:6][CH:7]=[C:8]([NH2:11])[CH:9]=2)[NH:4][N:3]=1. (5) Given the reactants C([O:5][C:6](=[O:21])[CH2:7][O:8][C:9]1[CH:14]=[C:13]([F:15])[C:12]([C:16]([CH3:19])([CH3:18])[CH3:17])=[C:11]([F:20])[CH:10]=1)(C)(C)C.C(O)(C(F)(F)F)=O, predict the reaction product. The product is: [C:16]([C:12]1[C:11]([F:20])=[CH:10][C:9]([O:8][CH2:7][C:6]([OH:21])=[O:5])=[CH:14][C:13]=1[F:15])([CH3:19])([CH3:17])[CH3:18]. (6) Given the reactants [C:1]1([C:13]2[CH:18]=[CH:17][C:16]([C:19]([OH:21])=[O:20])=[C:15]([C:22]([OH:24])=O)[CH:14]=2)[CH:6]=[CH:5][CH:4]=[C:3]([C:7](O)=[O:8])[C:2]=1[C:10]([OH:12])=[O:11], predict the reaction product. The product is: [CH:5]1[CH:4]=[C:3]2[C:7]([O:11][C:10](=[O:12])[C:2]2=[C:1]([C:13]2[CH:18]=[CH:17][C:16]3[C:19]([O:21][C:22](=[O:24])[C:15]=3[CH:14]=2)=[O:20])[CH:6]=1)=[O:8].